From a dataset of Peptide-MHC class II binding affinity with 134,281 pairs from IEDB. Regression. Given a peptide amino acid sequence and an MHC pseudo amino acid sequence, predict their binding affinity value. This is MHC class II binding data. (1) The peptide sequence is SDYVYQPFPKTVWEQ. The MHC is HLA-DQA10101-DQB10501 with pseudo-sequence HLA-DQA10101-DQB10501. The binding affinity (normalized) is 0. (2) The peptide sequence is IIELFTAKGFTVQEM. The MHC is HLA-DPA10201-DPB10501 with pseudo-sequence HLA-DPA10201-DPB10501. The binding affinity (normalized) is 0.277. (3) The peptide sequence is AIKAGTGGAYESYKF. The MHC is HLA-DPA10201-DPB10101 with pseudo-sequence HLA-DPA10201-DPB10101. The binding affinity (normalized) is 0.143. (4) The peptide sequence is HVCWLEASMLLDNME. The MHC is DRB3_0101 with pseudo-sequence DRB3_0101. The binding affinity (normalized) is 0.763. (5) The peptide sequence is EKKYFAATQFEPLAA. The MHC is H-2-IAd with pseudo-sequence H-2-IAd. The binding affinity (normalized) is 0.257. (6) The peptide sequence is EVVNDVSTFSSGLVW. The MHC is DRB3_0101 with pseudo-sequence DRB3_0101. The binding affinity (normalized) is 0.440. (7) The binding affinity (normalized) is 0.800. The MHC is DRB1_0802 with pseudo-sequence DRB1_0802. The peptide sequence is YDKFLANVSTVLTGQ. (8) The peptide sequence is GGRLAFQEFMIVPCE. The binding affinity (normalized) is 0.393. The MHC is HLA-DQA10501-DQB10301 with pseudo-sequence HLA-DQA10501-DQB10301. (9) The peptide sequence is QDAKYSHGIDVTDLF. The MHC is DRB1_0101 with pseudo-sequence DRB1_0101. The binding affinity (normalized) is 0.332. (10) The peptide sequence is PTIGVGGNFAGGGFG. The MHC is DRB1_1302 with pseudo-sequence DRB1_1302. The binding affinity (normalized) is 0.0786.